From a dataset of Catalyst prediction with 721,799 reactions and 888 catalyst types from USPTO. Predict which catalyst facilitates the given reaction. (1) Reactant: [CH3:1][C:2]1[C:10]2[C:5](=[CH:6][CH:7]=[C:8]([C:11]3[C:20](C(C(C)C)C)=[N:19][C:18]4[C:13](=[CH:14][CH:15]=[C:16]([C:26]([O:28]C)=[O:27])[CH:17]=4)[N:12]=3)[CH:9]=2)[NH:4][N:3]=1.[OH-].[Na+].Cl. Product: [CH3:1][C:2]1[C:10]2[C:5](=[CH:6][CH:7]=[C:8]([C:11]3[C:20]([N:12]([CH:11]([CH3:20])[CH3:8])[CH3:13])=[N:19][C:18]4[C:13](=[CH:14][CH:15]=[C:16]([C:26]([OH:28])=[O:27])[CH:17]=4)[N:12]=3)[CH:9]=2)[NH:4][N:3]=1. The catalyst class is: 24. (2) Reactant: [N+:1]([C:4]1[CH:9]=[C:8]([N+:10]([O-:12])=[O:11])[CH:7]=[CH:6][C:5]=1[CH2:13][C:14]([O:16][CH:17]([CH3:19])[CH3:18])=[O:15])([O-:3])=[O:2].Cl[C:21]1[C:26]([N+:27]([O-:29])=[O:28])=[CH:25][C:24]([N+:30]([O-:32])=[O:31])=[CH:23][N:22]=1.Cl. Product: [N+:1]([C:4]1[CH:9]=[C:8]([N+:10]([O-:12])=[O:11])[CH:7]=[CH:6][C:5]=1[CH:13]([C:21]1[C:26]([N+:27]([O-:29])=[O:28])=[CH:25][C:24]([N+:30]([O-:32])=[O:31])=[CH:23][N:22]=1)[C:14]([O:16][CH:17]([CH3:19])[CH3:18])=[O:15])([O-:3])=[O:2]. The catalyst class is: 39.